Dataset: Reaction yield outcomes from USPTO patents with 853,638 reactions. Task: Predict the reaction yield, written as a fraction of the theoretical maximum amount of product (1.0 means a 100% yield; for example, 0.34 means a 34% yield). (1) The product is [Cl:5][C:6]1[CH:7]=[C:8]2[C:16](=[C:17]([N+:20]([O-:22])=[O:21])[C:18]=1[N:27]1[CH2:28][CH2:29][N:24]([CH3:23])[CH2:25][CH2:26]1)[NH:15][C:14]1[CH:13]=[N:12][CH:11]=[CH:10][C:9]2=1. The catalyst is O. The yield is 0.910. The reactants are CS(C)=O.[Cl:5][C:6]1[CH:7]=[C:8]2[C:16](=[C:17]([N+:20]([O-:22])=[O:21])[C:18]=1F)[NH:15][C:14]1[CH:13]=[N:12][CH:11]=[CH:10][C:9]2=1.[CH3:23][N:24]1[CH2:29][CH2:28][NH:27][CH2:26][CH2:25]1.CCN(C(C)C)C(C)C. (2) The reactants are C([O-])([O-])=O.[Cs+].[Cs+].Br[CH2:8][C:9]1[CH:18]=[C:17]2[C:12]([C:13]([C:22]3[CH:27]=[CH:26][C:25]([F:28])=[CH:24][CH:23]=3)=[CH:14][C:15]([C:19]([NH2:21])=[O:20])=[N:16]2)=[CH:11][CH:10]=1.[N:29]1[C:33]2[CH:34]=[CH:35][CH:36]=[CH:37][C:32]=2[NH:31][CH:30]=1. The catalyst is CN(C=O)C. The product is [N:29]1([CH2:8][C:9]2[CH:18]=[C:17]3[C:12]([C:13]([C:22]4[CH:27]=[CH:26][C:25]([F:28])=[CH:24][CH:23]=4)=[CH:14][C:15]([C:19]([NH2:21])=[O:20])=[N:16]3)=[CH:11][CH:10]=2)[C:33]2[CH:34]=[CH:35][CH:36]=[CH:37][C:32]=2[N:31]=[CH:30]1. The yield is 0.430.